This data is from Catalyst prediction with 721,799 reactions and 888 catalyst types from USPTO. The task is: Predict which catalyst facilitates the given reaction. (1) Product: [CH3:54][O:55][C:56](=[O:63])[CH2:57][CH2:58][CH2:59][CH2:60][CH2:61][NH:62][C:19](=[O:20])[C:18]1[CH:22]=[CH:23][C:15]([CH:14]=[N:13][N:12]=[C:5]2[C:4]3[C:8](=[CH:9][CH:10]=[C:2]([F:1])[CH:3]=3)[NH:7][C:6]2=[O:11])=[CH:16][CH:17]=1. Reactant: [F:1][C:2]1[CH:3]=[C:4]2[C:8](=[CH:9][CH:10]=1)[NH:7][C:6](=[O:11])[C:5]2=[N:12][N:13]=[CH:14][C:15]1[CH:23]=[CH:22][C:18]([C:19](O)=[O:20])=[CH:17][CH:16]=1.Cl.C(N=C=NCCCN(C)C)C.OC1C2N=NNC=2C=CC=1.C(N(CC)CC)C.Cl.[CH3:54][O:55][C:56](=[O:63])[CH2:57][CH2:58][CH2:59][CH2:60][CH2:61][NH2:62]. The catalyst class is: 650. (2) The catalyst class is: 10. Reactant: [Cl:1][C:2]1[CH:7]=[CH:6][C:5]([S:8]([N:11]2[CH2:16][CH2:15][NH:14][C@H:13]([CH3:17])[CH2:12]2)(=[O:10])=[O:9])=[CH:4][CH:3]=1.C(=O)([O-])[O-].[K+].[K+].[N:24]1[CH:29]=[CH:28][CH:27]=[CH:26][C:25]=1[C:30](Cl)=[O:31].C(OCC)(=O)C. Product: [Cl:1][C:2]1[CH:3]=[CH:4][C:5]([S:8]([N:11]2[CH2:16][CH2:15][N:14]([C:30]([C:25]3[CH:26]=[CH:27][CH:28]=[CH:29][N:24]=3)=[O:31])[C@H:13]([CH3:17])[CH2:12]2)(=[O:10])=[O:9])=[CH:6][CH:7]=1. (3) Reactant: [NH2:1][CH2:2][CH2:3][N:4]([CH2:20][CH2:21][NH2:22])[C:5](=[O:19])[C:6]1[C:14]([I:15])=[C:13]([NH2:16])[C:12]([I:17])=[C:8]([C:9]([OH:11])=[O:10])[C:7]=1[I:18].[Br:23][CH:24]([CH3:28])[C:25](Br)=[O:26]. Product: [Br:23][CH:24]([CH3:28])[C:25]([NH:1][CH2:2][CH2:3][N:4]([CH2:20][CH2:21][NH:22][C:25](=[O:26])[CH:24]([Br:23])[CH3:28])[C:5](=[O:19])[C:6]1[C:14]([I:15])=[C:13]([NH:16][C:25](=[O:26])[CH:24]([Br:23])[CH3:28])[C:12]([I:17])=[C:8]([C:9]([OH:11])=[O:10])[C:7]=1[I:18])=[O:26]. The catalyst class is: 44. (4) Reactant: [Cl:1][C:2]1[C:3]([CH:8](C(OCC)=O)[C:9]([O:11][CH2:12][CH3:13])=[O:10])=[N:4][CH:5]=[CH:6][CH:7]=1.CS(C)=O.[Cl-].[Na+]. Product: [Cl:1][C:2]1[C:3]([CH2:8][C:9]([O:11][CH2:12][CH3:13])=[O:10])=[N:4][CH:5]=[CH:6][CH:7]=1. The catalyst class is: 6. (5) Reactant: [CH2:1]([O:3][C:4]1[CH:5]=[C:6]([C:13](=[O:36])[CH2:14][CH2:15][C:16]([NH:18][C:19]2[CH:28]=[C:27]([C:29]3[CH:34]=[CH:33][C:32]([OH:35])=[CH:31][CH:30]=3)[C:26]3[C:21](=[CH:22][CH:23]=[CH:24][CH:25]=3)[N:20]=2)=[O:17])[CH:7]=[CH:8][C:9]=1[O:10][CH2:11][CH3:12])[CH3:2].Br[CH2:38][C:39]([O:41][C:42]([CH3:45])([CH3:44])[CH3:43])=[O:40].C(=O)([O-])[O-].[K+].[K+].[I-].[K+]. Product: [CH2:1]([O:3][C:4]1[CH:5]=[C:6]([C:13](=[O:36])[CH2:14][CH2:15][C:16]([NH:18][C:19]2[CH:28]=[C:27]([C:29]3[CH:30]=[CH:31][C:32]([O:35][CH2:38][C:39]([O:41][C:42]([CH3:45])([CH3:44])[CH3:43])=[O:40])=[CH:33][CH:34]=3)[C:26]3[C:21](=[CH:22][CH:23]=[CH:24][CH:25]=3)[N:20]=2)=[O:17])[CH:7]=[CH:8][C:9]=1[O:10][CH2:11][CH3:12])[CH3:2]. The catalyst class is: 18. (6) Reactant: [CH2:1]([O:3][C:4]([C:6]1[NH:7][C:8]2[C:13]([CH:14]=1)=[CH:12][C:11]([S:15]C#N)=[C:10]([C:18]([CH3:21])([CH3:20])[CH3:19])[CH:9]=2)=[O:5])[CH3:2].S.[Na].[BH4-].[Na+].CO. Product: [CH2:1]([O:3][C:4]([C:6]1[NH:7][C:8]2[C:13]([CH:14]=1)=[CH:12][C:11]([SH:15])=[C:10]([C:18]([CH3:19])([CH3:21])[CH3:20])[CH:9]=2)=[O:5])[CH3:2]. The catalyst class is: 52. (7) Reactant: [F:1][C:2]1[CH:27]=[CH:26][CH:25]=[CH:24][C:3]=1[CH2:4][N:5]1[C:9]2=[N:10][CH:11]=[CH:12][CH:13]=[C:8]2[C:7]([C:14]2[N:15]=[N:16][C:17]([CH:21]([CH3:23])[CH3:22])=[C:18](O)[N:19]=2)=[N:6]1.P(Cl)(Cl)(Cl)=O.[NH3:33]. Product: [F:1][C:2]1[CH:27]=[CH:26][CH:25]=[CH:24][C:3]=1[CH2:4][N:5]1[C:9]2=[N:10][CH:11]=[CH:12][CH:13]=[C:8]2[C:7]([C:14]2[N:15]=[N:16][C:17]([CH:21]([CH3:23])[CH3:22])=[C:18]([NH2:33])[N:19]=2)=[N:6]1. The catalyst class is: 10.